From a dataset of Peptide-MHC class I binding affinity with 185,985 pairs from IEDB/IMGT. Regression. Given a peptide amino acid sequence and an MHC pseudo amino acid sequence, predict their binding affinity value. This is MHC class I binding data. (1) The peptide sequence is RDLLDTASAL. The MHC is Patr-A0401 with pseudo-sequence Patr-A0401. The binding affinity (normalized) is 0. (2) The MHC is HLA-A68:02 with pseudo-sequence HLA-A68:02. The peptide sequence is DELWRGLLA. The binding affinity (normalized) is 0.0847. (3) The peptide sequence is YHQRFVQAL. The MHC is HLA-B39:01 with pseudo-sequence HLA-B39:01. The binding affinity (normalized) is 0.664. (4) The peptide sequence is YVWWAAVIY. The MHC is HLA-A68:02 with pseudo-sequence HLA-A68:02. The binding affinity (normalized) is 0.0847.